This data is from Peptide-MHC class I binding affinity with 185,985 pairs from IEDB/IMGT. The task is: Regression. Given a peptide amino acid sequence and an MHC pseudo amino acid sequence, predict their binding affinity value. This is MHC class I binding data. The peptide sequence is VTLFYCDER. The MHC is HLA-A03:01 with pseudo-sequence HLA-A03:01. The binding affinity (normalized) is 0.0135.